This data is from Reaction yield outcomes from USPTO patents with 853,638 reactions. The task is: Predict the reaction yield, written as a fraction of the theoretical maximum amount of product (1.0 means a 100% yield; for example, 0.34 means a 34% yield). (1) The reactants are [CH3:1][O:2][C:3]1[CH:4]=[C:5]([Mg]Br)[CH:6]=[CH:7][C:8]=1[O:9][CH3:10].[NH:13]1[C:23]2[C:18](=[CH:19][CH:20]=[CH:21][CH:22]=2)[C:16](=[O:17])[C:14]1=[O:15]. The catalyst is C1COCC1. The product is [CH3:1][O:2][C:3]1[CH:4]=[C:5]([C:16]2([OH:17])[C:18]3[C:23](=[CH:22][CH:21]=[CH:20][CH:19]=3)[NH:13][C:14]2=[O:15])[CH:6]=[CH:7][C:8]=1[O:9][CH3:10]. The yield is 0.790. (2) The reactants are [Cl:1][C:2]1[CH:7]=[CH:6][C:5]([CH2:8]Cl)=[CH:4][N:3]=1.[C-:10]#[N:11].[K+]. The catalyst is C(O)C.O. The product is [Cl:1][C:2]1[N:3]=[CH:4][C:5]([CH2:8][C:10]#[N:11])=[CH:6][CH:7]=1. The yield is 0.890. (3) The reactants are Cl[C:2]1[C:7]([CH3:8])=[C:6]([CH2:9][NH:10][CH:11]2[CH2:13][CH2:12]2)[CH:5]=[CH:4][N:3]=1.[CH3:14][O-:15].[Na+]. The catalyst is O1CCOCC1. The product is [CH:11]1([NH:10][CH2:9][C:6]2[CH:5]=[CH:4][N:3]=[C:2]([O:15][CH3:14])[C:7]=2[CH3:8])[CH2:13][CH2:12]1. The yield is 0.900. (4) The reactants are C[N:2]([CH:4]=O)[CH3:3].P(Cl)(Cl)([Cl:8])=O.[F:11][CH:12]([F:20])[C:13]1[CH2:17][C:16](=[O:18])N(C)[N:14]=1. No catalyst specified. The product is [Cl:8][C:4]1[N:2]([CH3:3])[N:14]=[C:13]([CH:12]([F:20])[F:11])[C:17]=1[CH:16]=[O:18]. The yield is 0.782. (5) The reactants are [H-].[Na+].[CH3:3][C:4]([O:7][C:8]([NH:10][C@H:11]([C:15]([OH:17])=[O:16])[CH2:12][CH2:13][OH:14])=[O:9])([CH3:6])[CH3:5].[CH2:18](Br)[CH:19]=[CH2:20]. The product is [CH2:20]([O:14][CH2:13][CH2:12][C@H:11]([NH:10][C:8]([O:7][C:4]([CH3:3])([CH3:5])[CH3:6])=[O:9])[C:15]([OH:17])=[O:16])[CH:19]=[CH2:18]. The yield is 0.930. The catalyst is CN(C=O)C. (6) The reactants are [F:1][C:2]1[CH:7]=[CH:6][C:5]([C:8]2[O:9][CH:10]=[C:11]([CH:13]([CH2:19][NH2:20])[CH2:14][CH2:15][N:16]([CH3:18])[CH3:17])[N:12]=2)=[CH:4][CH:3]=1.[F:21][C:22]([F:37])([F:36])[C:23]([C:25]1[S:29][C:28]([CH2:30][CH2:31][CH2:32][C:33](O)=[O:34])=[CH:27][CH:26]=1)=[O:24]. No catalyst specified. The product is [CH3:17][N:16]([CH3:18])[CH2:15][CH2:14][CH:13]([C:11]1[N:12]=[C:8]([C:5]2[CH:4]=[CH:3][C:2]([F:1])=[CH:7][CH:6]=2)[O:9][CH:10]=1)[CH2:19][NH:20][C:33](=[O:34])[CH2:32][CH2:31][CH2:30][C:28]1[S:29][C:25]([C:23](=[O:24])[C:22]([F:36])([F:37])[F:21])=[CH:26][CH:27]=1. The yield is 0.160. (7) The reactants are C([O:14][C:15]([C:17]1([O:20]/[N:21]=[C:22](/[C:56]2[N:57]=[C:58]([NH:61]C(OC(C)(C)C)=O)[S:59][CH:60]=2)\[C:23]([NH:25][C@@H:26]2[C:29](=[O:30])[N:28]([S:31]([OH:34])(=[O:33])=[O:32])[C@@H:27]2[CH2:35][N:36]2[N:40]=[C:39]([CH2:41][N:42]3[CH2:47][CH2:46][CH:45]([NH:48]C(OC(C)(C)C)=O)[CH2:44][CH2:43]3)[CH:38]=[N:37]2)=[O:24])[CH2:19][CH2:18]1)=[O:16])(C1C=CC=CC=1)C1C=CC=CC=1.C1(OC)C=CC=CC=1.C(O)(C(F)(F)F)=O. The catalyst is C(Cl)Cl. The product is [NH2:48][CH:45]1[CH2:44][CH2:43][N:42]([CH2:41][C:39]2[CH:38]=[N:37][N:36]([CH2:35][C@@H:27]3[C@H:26]([NH:25][C:23](=[O:24])/[C:22](=[N:21]\[O:20][C:17]4([C:15]([OH:16])=[O:14])[CH2:18][CH2:19]4)/[C:56]4[N:57]=[C:58]([NH2:61])[S:59][CH:60]=4)[C:29](=[O:30])[N:28]3[S:31]([OH:34])(=[O:32])=[O:33])[N:40]=2)[CH2:47][CH2:46]1. The yield is 0.0730. (8) The reactants are [Br:1][C:2]1[CH:3]=[N:4][CH:5]=[C:6]([CH:9]=1)[CH2:7]Cl.[CH2:10]([O:12][C:13](=[O:16])[CH2:14][NH2:15])[CH3:11].C(N(C(C)C)CC)(C)C.C1C[O:29]CC1. The catalyst is CCOC(C)=O. The product is [Br:1][C:2]1[CH:3]=[N:4][CH:5]=[C:6]([CH:9]=1)[C:7]([NH:15][CH2:14][C:13]([O:12][CH2:10][CH3:11])=[O:16])=[O:29]. The yield is 0.330. (9) The reactants are [C:1]1([C:7]2[CH:8]=[C:9]3[C:13](=[CH:14][CH:15]=2)[CH2:12][C:11]([CH2:16][O:17][C:18]2[C:19]([F:28])=[C:20]([C:24]([F:27])=[CH:25][CH:26]=2)[C:21]([NH2:23])=[O:22])=[CH:10]3)[CH2:6][CH2:5][CH2:4][CH2:3][CH:2]=1. The catalyst is CO.[Pd]. The product is [CH:1]1([C:7]2[CH:8]=[C:9]3[C:13](=[CH:14][CH:15]=2)[CH2:12][C:11]([CH2:16][O:17][C:18]2[C:19]([F:28])=[C:20]([C:24]([F:27])=[CH:25][CH:26]=2)[C:21]([NH2:23])=[O:22])=[CH:10]3)[CH2:6][CH2:5][CH2:4][CH2:3][CH2:2]1. The yield is 0.100. (10) The yield is 0.290. The catalyst is C1COCC1.C(O)C. The reactants are [F:1][C:2]1[CH:3]=[N:4][CH:5]=[CH:6][C:7]=1[C:8]1[CH:9]=[C:10]2[N:22]=[C:21]([N:23]3[CH:27]=[C:26]([C:28]([O:30]CC)=[O:29])[CH:25]=[N:24]3)[NH:20][C:11]2=[N:12][C:13]=1[C:14]1[CH:15]=[N:16][CH:17]=[CH:18][CH:19]=1.[OH-].[Na+].Cl. The product is [F:1][C:2]1[CH:3]=[N:4][CH:5]=[CH:6][C:7]=1[C:8]1[CH:9]=[C:10]2[N:22]=[C:21]([N:23]3[CH:27]=[C:26]([C:28]([OH:30])=[O:29])[CH:25]=[N:24]3)[NH:20][C:11]2=[N:12][C:13]=1[C:14]1[CH:15]=[N:16][CH:17]=[CH:18][CH:19]=1.